This data is from Reaction yield outcomes from USPTO patents with 853,638 reactions. The task is: Predict the reaction yield, written as a fraction of the theoretical maximum amount of product (1.0 means a 100% yield; for example, 0.34 means a 34% yield). (1) The reactants are [CH2:1]([O:3][C:4]([C:6]1[CH2:10][C:9]([O-:11])=[C:8](C(OC)=O)[C:7]=1[CH2:16][CH3:17])=[O:5])[CH3:2].[Na+].[Cl-].[K+].CC(O)=O.C([O-])(O)=O.[Na+]. The catalyst is O.C1(C)C=CC=CC=1. The product is [CH2:16]([C:7]1[CH:6]([C:4]([O:3][CH2:1][CH3:2])=[O:5])[CH2:10][C:9](=[O:11])[CH:8]=1)[CH3:17]. The yield is 0.690. (2) The reactants are [OH:1][CH:2]([C:33]([CH3:36])([CH3:35])[CH3:34])[CH2:3][N:4]1[C:9](=[O:10])[C:8]([CH2:11][C:12]2[CH:17]=[CH:16][C:15]([C:18]3[C:19]([C:24]#[N:25])=[CH:20][CH:21]=[CH:22][CH:23]=3)=[CH:14][CH:13]=2)=[C:7]([CH2:26][CH2:27][CH3:28])[N:6]2[N:29]=[C:30]([CH3:32])[N:31]=[C:5]12.[H-].[Na+].[CH3:39]N(C)C=O.CI. The catalyst is C(OCC)(=O)C. The product is [CH3:39][O:1][CH:2]([C:33]([CH3:35])([CH3:34])[CH3:36])[CH2:3][N:4]1[C:9](=[O:10])[C:8]([CH2:11][C:12]2[CH:13]=[CH:14][C:15]([C:18]3[C:19]([C:24]#[N:25])=[CH:20][CH:21]=[CH:22][CH:23]=3)=[CH:16][CH:17]=2)=[C:7]([CH2:26][CH2:27][CH3:28])[N:6]2[N:29]=[C:30]([CH3:32])[N:31]=[C:5]12. The yield is 0.720. (3) The reactants are [CH2:1]([C:3]1[CH:9]=[CH:8][C:6]([NH2:7])=[CH:5][CH:4]=1)[CH3:2].[C:10](OC)(=[O:15])[CH2:11][C:12]([CH3:14])=[O:13]. The catalyst is C1(C)C=CC=CC=1. The product is [CH2:1]([C:3]1[CH:9]=[CH:8][C:6]([NH:7][C:10](=[O:15])[CH2:11][C:12](=[O:13])[CH3:14])=[CH:5][CH:4]=1)[CH3:2]. The yield is 0.310. (4) The reactants are [N+:1]([C:4]1[N:9]=[CH:8][C:7]([N:10]2[CH2:15][CH2:14][N:13]([C:16]([O:18][C:19]([CH3:22])([CH3:21])[CH3:20])=[O:17])[CH2:12][CH2:11]2)=[CH:6][CH:5]=1)([O-])=O. The catalyst is [Pd].C(O)C. The product is [NH2:1][C:4]1[N:9]=[CH:8][C:7]([N:10]2[CH2:15][CH2:14][N:13]([C:16]([O:18][C:19]([CH3:22])([CH3:21])[CH3:20])=[O:17])[CH2:12][CH2:11]2)=[CH:6][CH:5]=1. The yield is 0.970. (5) The reactants are [C:1]([NH:9][C:10]1[CH:15]=[CH:14][C:13]([C:16]2[CH:24]=[C:23]3[C:19]([CH2:20][N:21]([C@@H:26]([CH:31]([CH3:33])[CH3:32])[C:27]([O:29][CH3:30])=[O:28])[C:22]3=[O:25])=[CH:18][CH:17]=2)=[CH:12][CH:11]=1)(=[O:8])[C:2]1[CH:7]=[CH:6][CH:5]=[CH:4][CH:3]=1.NC1C=CC(C2C=C3C(CN([C@@H](C(C)C)C(OC)=O)C3=O)=CC=2)=CC=1.[Cl:59]C1C=CC=CC=1C(Cl)=O. No catalyst specified. The product is [Cl:59][C:7]1[CH:6]=[CH:5][CH:4]=[CH:3][C:2]=1[C:1]([NH:9][C:10]1[CH:11]=[CH:12][C:13]([C:16]2[CH:24]=[C:23]3[C:19]([CH2:20][N:21]([C@@H:26]([CH:31]([CH3:33])[CH3:32])[C:27]([O:29][CH3:30])=[O:28])[C:22]3=[O:25])=[CH:18][CH:17]=2)=[CH:14][CH:15]=1)=[O:8]. The yield is 0.890. (6) The reactants are [CH3:1][C:2]1[CH:7]=[C:6]([C:8]([F:11])([F:10])[F:9])[C:5]([N+:12]([O-:14])=[O:13])=[CH:4][C:3]=1[N+:15]([O-:17])=[O:16].C[C:19]([N:21]([CH3:23])[CH3:22])=O. The catalyst is CN(C=O)C. The product is [N+:15]([C:3]1[CH:4]=[C:5]([N+:12]([O-:14])=[O:13])[C:6]([C:8]([F:10])([F:11])[F:9])=[CH:7][C:2]=1/[CH:1]=[CH:19]/[N:21]([CH3:23])[CH3:22])([O-:17])=[O:16]. The yield is 0.860. (7) The reactants are [CH3:1][N:2]([S:28]([C:31]1[CH:36]=[CH:35][CH:34]=[CH:33][N:32]=1)(=[O:30])=[O:29])[C:3]1[CH:4]=[CH:5][CH:6]=[C:7]2[C:11]=1[NH:10][C:9]([C:12]1[S:13][CH:14]([CH2:17][N:18]3[CH:22]=[CH:21][N:20]=[C:19]3[C:23](OCC)=[O:24])[CH2:15][N:16]=1)=[CH:8]2.[BH4-].[Li+].C(=O)([O-])O.[Na+]. The catalyst is O1CCCC1.CO. The product is [OH:24][CH2:23][C:19]1[N:18]([CH2:17][CH:14]2[S:13][C:12]([C:9]3[NH:10][C:11]4[C:7]([CH:8]=3)=[CH:6][CH:5]=[CH:4][C:3]=4[N:2]([CH3:1])[S:28]([C:31]3[CH:36]=[CH:35][CH:34]=[CH:33][N:32]=3)(=[O:29])=[O:30])=[N:16][CH2:15]2)[CH:22]=[CH:21][N:20]=1. The yield is 0.190. (8) The reactants are [CH:1]1([CH2:7][N:8]2[CH:12]=[CH:11][C:10]([C:13]([O:15][CH2:16][CH3:17])=[O:14])=[C:9]2[CH3:18])[CH2:6][CH2:5][CH2:4][CH2:3][CH2:2]1.[C:19](OC(C)=C)(=[O:21])[CH3:20]. The catalyst is ClCCCl.O.O.C1(C)C=CC(S(O)(=O)=O)=CC=1. The product is [C:19]([C:12]1[N:8]([CH2:7][CH:1]2[CH2:2][CH2:3][CH2:4][CH2:5][CH2:6]2)[C:9]([CH3:18])=[C:10]([C:13]([O:15][CH2:16][CH3:17])=[O:14])[CH:11]=1)(=[O:21])[CH3:20]. The yield is 0.610. (9) The reactants are Cl.[NH2:2][CH2:3][C:4]1[CH:12]=[CH:11][CH:10]=[C:9]2[C:5]=1[C:6](=[O:22])[N:7]([CH:14]1[CH2:19][CH2:18][C:17](=[O:20])[NH:16][C:15]1=[O:21])[C:8]2=[O:13].N12CCCN=C1CCCCC2.[F:34][CH:35]([F:46])[O:36][C:37]1[CH:38]=[C:39]([CH:43]=[CH:44][CH:45]=1)[C:40](O)=[O:41].Cl.CN(C)CCCN=C=NCC. The catalyst is CC#N. The product is [F:34][CH:35]([F:46])[O:36][C:37]1[CH:38]=[C:39]([CH:43]=[CH:44][CH:45]=1)[C:40]([NH:2][CH2:3][C:4]1[CH:12]=[CH:11][CH:10]=[C:9]2[C:5]=1[C:6](=[O:22])[N:7]([CH:14]1[CH2:19][CH2:18][C:17](=[O:20])[NH:16][C:15]1=[O:21])[C:8]2=[O:13])=[O:41]. The yield is 0.650.